Dataset: Reaction yield outcomes from USPTO patents with 853,638 reactions. Task: Predict the reaction yield, written as a fraction of the theoretical maximum amount of product (1.0 means a 100% yield; for example, 0.34 means a 34% yield). (1) The reactants are CN(C(ON1N=NC2C=CC=CC1=2)=[N+](C)C)C.[B-](F)(F)(F)F.Cl.[CH2:24]([C:31]([OH:33])=O)[CH2:25][C:26]1[N:30]=[CH:29][NH:28][CH:27]=1.[NH2:34][C@H:35]([CH2:54][C:55]1[CH:60]=[CH:59][C:58]([O:61][CH3:62])=[CH:57][CH:56]=1)[C:36]([N:38]1[CH2:41][C:40]([CH2:49][CH2:50][CH2:51][CH2:52][CH3:53])([C:42]2[CH:47]=[CH:46][C:45]([F:48])=[CH:44][CH:43]=2)[CH2:39]1)=[O:37].[OH-].[Na+]. The catalyst is CN(C)C=O.C(N(CC)CC)C. The product is [F:48][C:45]1[CH:46]=[CH:47][C:42]([C:40]2([CH2:49][CH2:50][CH2:51][CH2:52][CH3:53])[CH2:39][N:38]([C:36](=[O:37])[C@H:35]([NH:34][C:31](=[O:33])[CH2:24][CH2:25][C:26]3[N:30]=[CH:29][NH:28][CH:27]=3)[CH2:54][C:55]3[CH:60]=[CH:59][C:58]([O:61][CH3:62])=[CH:57][CH:56]=3)[CH2:41]2)=[CH:43][CH:44]=1. The yield is 0.610. (2) The reactants are [H-].[Na+].[CH2:3]([O:10][C:11]1[CH:16]=[CH:15][C:14]([OH:17])=[CH:13][CH:12]=1)[C:4]1[CH:9]=[CH:8][CH:7]=[CH:6][CH:5]=1.[C:18]([O:22][C:23]([N:25]1[CH2:29][CH2:28][CH2:27][C@@H:26]1[CH2:30]OS(C1C=CC(C)=CC=1)(=O)=O)=[O:24])([CH3:21])([CH3:20])[CH3:19]. The catalyst is CN(C=O)C. The product is [C:18]([O:22][C:23]([N:25]1[CH2:29][CH2:28][CH2:27][C@@H:26]1[CH2:30][O:17][C:14]1[CH:13]=[CH:12][C:11]([O:10][CH2:3][C:4]2[CH:5]=[CH:6][CH:7]=[CH:8][CH:9]=2)=[CH:16][CH:15]=1)=[O:24])([CH3:21])([CH3:19])[CH3:20]. The yield is 0.650. (3) The reactants are [F:1][C:2]1[CH:7]=[CH:6][C:5]([N:8]2[C:12](=[O:13])[C:11]([C:14]([O:16][CH2:17][CH3:18])=[O:15])=[CH:10][NH:9]2)=[CH:4][CH:3]=1.F[C:20](F)(F)S(OC)(=O)=O. No catalyst specified. The product is [F:1][C:2]1[CH:3]=[CH:4][C:5]([N:8]2[C:12](=[O:13])[C:11]([C:14]([O:16][CH2:17][CH3:18])=[O:15])=[CH:10][N:9]2[CH3:20])=[CH:6][CH:7]=1. The yield is 0.670. (4) The reactants are [F:1][C:2]1[CH:7]=[C:6]([I:8])[CH:5]=[CH:4][C:3]=1[NH:9][C:10]1[CH:11]=[N:12][CH:13]=[CH:14][C:15]=1[C:16]([N:18]1[CH2:21][C:20]([C@@H:23]2[CH2:28][CH2:27][CH2:26][CH2:25][N:24]2[C:29]([O:31][C:32]([CH3:35])([CH3:34])[CH3:33])=[O:30])([OH:22])[CH2:19]1)=[O:17].ClC1C=C(C=CC=1)C(OO)=[O:41]. The yield is 0.690. The product is [F:1][C:2]1[CH:7]=[C:6]([I:8])[CH:5]=[CH:4][C:3]=1[NH:9][C:10]1[CH:11]=[N+:12]([O-:41])[CH:13]=[CH:14][C:15]=1[C:16]([N:18]1[CH2:21][C:20]([C@@H:23]2[CH2:28][CH2:27][CH2:26][CH2:25][N:24]2[C:29]([O:31][C:32]([CH3:35])([CH3:34])[CH3:33])=[O:30])([OH:22])[CH2:19]1)=[O:17]. The catalyst is ClCCl. (5) The product is [CH2:24]([O:31][CH:32]1[CH2:35][CH:34]([NH:36][C:19](=[O:21])[C:18]2[CH:22]=[CH:23][C:15]([O:14][CH2:13][C:3]3[C:4]([C:7]4[CH:8]=[CH:9][CH:10]=[CH:11][CH:12]=4)=[N:5][O:6][C:2]=3[CH3:1])=[N:16][CH:17]=2)[CH2:33]1)[C:25]1[CH:30]=[CH:29][CH:28]=[CH:27][CH:26]=1. The yield is 0.430. No catalyst specified. The reactants are [CH3:1][C:2]1[O:6][N:5]=[C:4]([C:7]2[CH:12]=[CH:11][CH:10]=[CH:9][CH:8]=2)[C:3]=1[CH2:13][O:14][C:15]1[CH:23]=[CH:22][C:18]([C:19]([OH:21])=O)=[CH:17][N:16]=1.[CH2:24]([O:31][CH:32]1[CH2:35][CH:34]([NH2:36])[CH2:33]1)[C:25]1[CH:30]=[CH:29][CH:28]=[CH:27][CH:26]=1. (6) The reactants are FC(F)(F)[C:3]([C:5]1[C:13]2[C:8](=[CH:9][CH:10]=[CH:11][C:12]=2[C:14]([F:17])([F:16])[F:15])[N:7]([CH2:18][CH2:19][O:20][CH3:21])[CH:6]=1)=[O:4].C[OH:25]. The catalyst is [OH-].[Na+]. The product is [CH3:21][O:20][CH2:19][CH2:18][N:7]1[C:8]2[C:13](=[C:12]([C:14]([F:17])([F:16])[F:15])[CH:11]=[CH:10][CH:9]=2)[C:5]([C:3]([OH:4])=[O:25])=[CH:6]1. The yield is 0.730.